From a dataset of Reaction yield outcomes from USPTO patents with 853,638 reactions. Predict the reaction yield, written as a fraction of the theoretical maximum amount of product (1.0 means a 100% yield; for example, 0.34 means a 34% yield). (1) The catalyst is CS(C)=O. The reactants are [C:1]([O:5][C:6]([N:8]1[CH2:13][CH2:12][CH:11]([C:14]2[NH:15][CH:16]=[C:17]([C:19]3[CH:24]=[CH:23][C:22]([F:25])=[C:21]([F:26])[CH:20]=3)[N:18]=2)[CH2:10][CH2:9]1)=[O:7])([CH3:4])([CH3:3])[CH3:2].[H-].[Na+]. The yield is 0.860. The product is [C:1]([O:5][C:6]([N:8]1[CH2:13][CH2:12][CH:11]([C:14]2[N:15]([CH2:10][CH2:9][N:8]([CH3:13])[CH3:6])[CH:16]=[C:17]([C:19]3[CH:24]=[CH:23][C:22]([F:25])=[C:21]([F:26])[CH:20]=3)[N:18]=2)[CH2:10][CH2:9]1)=[O:7])([CH3:4])([CH3:2])[CH3:3]. (2) The reactants are [O:1]=[C:2]1[CH2:7][CH2:6][NH:5][CH2:4][CH:3]1[C:8]([O:10][CH2:11][CH3:12])=[O:9].C([O-])(O)=O.[Na+].[CH3:18][C:19]([O:22][C:23](O[C:23]([O:22][C:19]([CH3:21])([CH3:20])[CH3:18])=[O:24])=[O:24])([CH3:21])[CH3:20]. The catalyst is C(Cl)(Cl)Cl.O. The product is [O:1]=[C:2]1[CH2:7][CH2:6][N:5]([C:23]([O:22][C:19]([CH3:21])([CH3:20])[CH3:18])=[O:24])[CH2:4][CH:3]1[C:8]([O:10][CH2:11][CH3:12])=[O:9]. The yield is 0.860.